From a dataset of Experimentally validated miRNA-target interactions with 360,000+ pairs, plus equal number of negative samples. Binary Classification. Given a miRNA mature sequence and a target amino acid sequence, predict their likelihood of interaction. (1) The miRNA is mmu-miR-466d-3p with sequence UAUACAUACACGCACACAUAG. The protein sequence of the target gene is MDLGTAESTRCTDPPAGKPPMAAKRKGGLKLNAICAKLSRQVVVEKGAEAGSQAEGSPLHPRDKERSGPESGVSRAPRSEEDKRRAVIEKWVNGEYCEDPAPTPVLGRIARDQELPPEGVYMVQPQGCSDEEDHAEEPSKDNSVLEEKESDGTASKDDSGPSTRQASGETSSLRDYAASTMTEFLGMFGYDDQNTRDELAKKISFEKPHAGSTPEVAASSMLPSSEDTLSKRARFSKYEEYIRKLKAGEQLPWPAHGSKAEDRAGKEVVGPLPSLRLPSNTAHLETKATILPLPSHSSVQ.... Result: 1 (interaction). (2) The miRNA is hsa-miR-5008-3p with sequence CCUGUGCUCCCAGGGCCUCGC. The protein sequence of the target gene is MAKIKARDLRGKKKEELLKQLDDLKVELSQLRVAKVTGGAASKLSKIRVVRKSIARVLTVINQTQKENLRKFYKGKKYKPLDLRPKKTRAMRRRLNKHEENLKTKKQQRKERLYPLRKYAVKA. Result: 1 (interaction).